This data is from Full USPTO retrosynthesis dataset with 1.9M reactions from patents (1976-2016). The task is: Predict the reactants needed to synthesize the given product. (1) Given the product [Br-:9].[CH2:2]([PH3+:1])[C:3]1[CH:8]=[CH:7][CH:6]=[CH:5][CH:4]=1, predict the reactants needed to synthesize it. The reactants are: [PH3:1].[CH2:2]([Br:9])[C:3]1[CH:8]=[CH:7][CH:6]=[CH:5][CH:4]=1. (2) Given the product [Br:23][C:11]1[CH:10]=[C:9]([C:6]2[CH2:5][CH2:4][N:3]([O:2][CH3:1])[CH2:8][CH:7]=2)[CH:14]=[CH:13][C:12]=1[NH2:15], predict the reactants needed to synthesize it. The reactants are: [CH3:1][O:2][N:3]1[CH2:8][CH2:7][CH:6]([C:9]2[CH:14]=[CH:13][C:12]([NH2:15])=[CH:11][CH:10]=2)[CH2:5][CH2:4]1.C1C(=O)N([Br:23])C(=O)C1. (3) Given the product [Cl:32][C:2]1[C:7]([C:8]#[N:9])=[CH:6][N:5]=[C:4]([NH:10][C:11]2[CH:16]=[CH:15][CH:14]=[C:13]([O:17][CH3:18])[CH:12]=2)[N:3]=1, predict the reactants needed to synthesize it. The reactants are: O[C:2]1[C:7]([C:8]#[N:9])=[CH:6][N:5]=[C:4]([NH:10][C:11]2[CH:16]=[CH:15][CH:14]=[C:13]([O:17][CH3:18])[CH:12]=2)[N:3]=1.CN(C=O)C.C(=O)([O-])[O-].[Na+].[Na+].O=P(Cl)(Cl)[Cl:32]. (4) Given the product [C:8]([C:7]1[C:2]([C:34]2[CH:35]=[CH:36][C:31]([O:24][C:25]3[CH:30]=[CH:29][CH:28]=[CH:27][CH:26]=3)=[CH:32][CH:33]=2)=[CH:3][C:4]([N:11]2[CH2:16][CH2:15][N:14]([C:17]([O:19][C:20]([CH3:23])([CH3:22])[CH3:21])=[O:18])[CH2:13][CH2:12]2)=[CH:5][CH:6]=1)(=[O:10])[NH2:9], predict the reactants needed to synthesize it. The reactants are: Br[C:2]1[CH:3]=[C:4]([N:11]2[CH2:16][CH2:15][N:14]([C:17]([O:19][C:20]([CH3:23])([CH3:22])[CH3:21])=[O:18])[CH2:13][CH2:12]2)[CH:5]=[CH:6][C:7]=1[C:8](=[O:10])[NH2:9].[O:24]([C:31]1[CH:36]=[CH:35][C:34](B(O)O)=[CH:33][CH:32]=1)[C:25]1[CH:30]=[CH:29][CH:28]=[CH:27][CH:26]=1.C([O-])([O-])=O.[K+].[K+]. (5) Given the product [C:12]1([CH3:17])[CH:13]=[CH:14][CH:15]=[CH:16][C:11]=1[N:8]1[CH:9]=[CH:10][C:6]([C:4]([OH:5])=[O:3])=[N:7]1, predict the reactants needed to synthesize it. The reactants are: C([O:3][C:4]([C:6]1[CH:10]=[CH:9][N:8]([C:11]2[CH:16]=[CH:15][CH:14]=[CH:13][C:12]=2[CH3:17])[N:7]=1)=[O:5])C.[OH-].[Na+]. (6) The reactants are: Cl[C:2]1[C:3]2[C:4](=[N:18][N:19]([CH3:21])[CH:20]=2)[N:5]=[C:6]([C:8]([F:17])([F:16])[C:9]2[CH:14]=[CH:13][C:12]([F:15])=[CH:11][CH:10]=2)[N:7]=1.[CH3:22][C:23]1[NH:27][N:26]=[C:25]([NH2:28])[CH:24]=1.Cl.O1CCOCC1.O. Given the product [F:16][C:8]([F:17])([C:9]1[CH:14]=[CH:13][C:12]([F:15])=[CH:11][CH:10]=1)[C:6]1[N:7]=[C:2]([NH:28][C:25]2[CH:24]=[C:23]([CH3:22])[NH:27][N:26]=2)[C:3]2[C:4](=[N:18][N:19]([CH3:21])[CH:20]=2)[N:5]=1, predict the reactants needed to synthesize it. (7) Given the product [Cl:16][C:17]1[CH:42]=[CH:41][CH:40]=[CH:39][C:18]=1[O:19][C:20]1[C:25]([O:26][C:27]2[CH:28]=[N:29][C:30]([S:33]([CH3:36])(=[O:34])=[O:35])=[CH:31][CH:32]=2)=[CH:24][C:23]2[NH:37][C:3]([C:5]3[CH:10]=[N:9][CH:8]=[CH:7][N:6]=3)=[N:4][C:22]=2[CH:21]=1, predict the reactants needed to synthesize it. The reactants are: CO[C:3]([C:5]1[CH:10]=[N:9][CH:8]=[CH:7][N:6]=1)=[NH:4].CS(O)(=O)=O.[Cl:16][C:17]1[CH:42]=[CH:41][CH:40]=[CH:39][C:18]=1[O:19][C:20]1[CH:21]=[C:22](N)[C:23]([NH2:37])=[CH:24][C:25]=1[O:26][C:27]1[CH:28]=[N:29][C:30]([S:33]([CH3:36])(=[O:35])=[O:34])=[CH:31][CH:32]=1. (8) The reactants are: [CH3:1][NH:2][CH3:3].[CH3:4][C:5]1([CH3:28])[O:9][N:8]=[C:7]([S:10][CH2:11][C:12]2[C:13]([C:24]([F:27])([F:26])[F:25])=[N:14][N:15]([C:18]3[CH:23]=[CH:22][CH:21]=[CH:20][CH:19]=3)[C:16]=2F)[CH2:6]1.O. Given the product [CH3:4][C:5]1([CH3:28])[O:9][N:8]=[C:7]([S:10][CH2:11][C:12]2[C:13]([C:24]([F:27])([F:26])[F:25])=[N:14][N:15]([C:18]3[CH:23]=[CH:22][CH:21]=[CH:20][CH:19]=3)[C:16]=2[N:2]([CH3:3])[CH3:1])[CH2:6]1, predict the reactants needed to synthesize it. (9) Given the product [CH2:26]([O:33][C:34]1[CH:39]=[CH:38][C:37]([C:40]2[N:59]([C:54]3[CH:55]=[CH:56][CH:57]=[CH:58][C:53]=3[Cl:52])[N:60]=[C:42]([C:43]([O:45][CH2:46][CH3:47])=[O:44])[C:41]=2[CH3:49])=[CH:36][CH:35]=1)[C:27]1[CH:32]=[CH:31][CH:30]=[CH:29][CH:28]=1, predict the reactants needed to synthesize it. The reactants are: [Li].C(OC1C=CC(C(=O)C(C)C(OCC)=O)=CC=1)C1C=CC=CC=1.[Li].[CH2:26]([O:33][C:34]1[CH:39]=[CH:38][C:37]([C:40]([O-])=[C:41]([CH3:49])[C:42](=O)[C:43]([O:45][CH2:46][CH3:47])=[O:44])=[CH:36][CH:35]=1)[C:27]1[CH:32]=[CH:31][CH:30]=[CH:29][CH:28]=1.Cl.[Cl:52][C:53]1[CH:58]=[CH:57][CH:56]=[CH:55][C:54]=1[NH:59][NH2:60].